From a dataset of Reaction yield outcomes from USPTO patents with 853,638 reactions. Predict the reaction yield, written as a fraction of the theoretical maximum amount of product (1.0 means a 100% yield; for example, 0.34 means a 34% yield). (1) The reactants are [CH2:1]=[C:2]1[CH2:9][S:8][CH2:7][CH:6]([OH:10])[CH2:5][S:4][CH2:3]1.[CH3:11][CH:12]([CH2:17][C:18]([CH3:25])([CH3:24])[CH2:19][CH2:20][N:21]=[C:22]=[O:23])[CH2:13]N=C=O.CC[O:28][CH2:29][CH3:30].C(Cl)Cl. The catalyst is O1CCCC1.C([O-])(=O)CCCCCCCCCCC.C([O-])(=O)CCCCCCCCCCC.C([Sn+2]CCCC)CCC. The product is [C:22](=[O:23])([OH:10])[NH2:21].[C:22](=[O:23])([OH:28])[NH2:21].[CH2:1]=[C:2]1[CH2:9][S:8][CH2:7][CH:6]([CH2:11][CH:12]([CH3:13])[CH2:17][C:18]([CH3:25])([CH3:24])[CH2:19][CH2:20][CH:2]2[CH2:9][S:8][CH2:7][C:29](=[CH2:30])[CH2:5][S:4][CH2:3]2)[CH2:5][S:4][CH2:3]1. The yield is 0.960. (2) The catalyst is C(#N)C.CN(C1C=CN=CC=1)C. The yield is 0.710. The product is [CH3:20][CH:21]1[CH2:22][CH2:23][N:24]([C:27]2[C:32]([CH2:33][NH:34][C:11]([NH:10][C:8]3[CH:9]=[C:4]4[CH:3]=[N:2][NH:1][C:5]4=[N:6][CH:7]=3)=[O:19])=[CH:31][CH:30]=[C:29]([C:35]([F:38])([F:36])[F:37])[N:28]=2)[CH2:25][CH2:26]1. The reactants are [NH:1]1[C:5]2=[N:6][CH:7]=[C:8]([NH:10][C:11](=[O:19])OC3C=CC=CC=3)[CH:9]=[C:4]2[CH:3]=[N:2]1.[CH3:20][CH:21]1[CH2:26][CH2:25][N:24]([C:27]2[C:32]([CH2:33][NH2:34])=[CH:31][CH:30]=[C:29]([C:35]([F:38])([F:37])[F:36])[N:28]=2)[CH2:23][CH2:22]1. (3) The reactants are [Cl:1][C:2]1[CH:3]=[C:4]([CH:8]2[C:12]([C:15]3[CH:20]=[CH:19][C:18]([Cl:21])=[CH:17][CH:16]=3)([C:13]#[N:14])[CH:11]([CH2:22][C:23]([CH3:26])([CH3:25])[CH3:24])[NH:10][CH:9]2[C:27]([OH:29])=O)[CH:5]=[CH:6][CH:7]=1.[N:30]1([CH2:36][C:37]([N:39]2[CH2:43][CH2:42][CH2:41][CH2:40]2)=[O:38])[CH2:35][CH2:34][NH:33][CH2:32][CH2:31]1.CN(C(ON1N=NC2C=CC=NC1=2)=[N+](C)C)C.F[P-](F)(F)(F)(F)F.CCN(C(C)C)C(C)C. The catalyst is C(Cl)Cl. The product is [Cl:1][C:2]1[CH:3]=[C:4]([CH:8]2[CH:9]([C:27]([N:33]3[CH2:32][CH2:31][N:30]([CH2:36][C:37](=[O:38])[N:39]4[CH2:40][CH2:41][CH2:42][CH2:43]4)[CH2:35][CH2:34]3)=[O:29])[NH:10][CH:11]([CH2:22][C:23]([CH3:24])([CH3:26])[CH3:25])[C:12]2([C:15]2[CH:20]=[CH:19][C:18]([Cl:21])=[CH:17][CH:16]=2)[C:13]#[N:14])[CH:5]=[CH:6][CH:7]=1. The yield is 0.708. (4) The reactants are [O:1]1[CH:5]=[CH:4][N:3]=[C:2]1[CH2:6][NH2:7].[CH2:8]([O:15][C:16]1[CH:21]=[CH:20][N:19]([C:22]2[S:23][C:24]([C:28](O)=[O:29])=[C:25]([CH3:27])[N:26]=2)[C:18](=[O:31])[CH:17]=1)[C:9]1[CH:14]=[CH:13][CH:12]=[CH:11][CH:10]=1. No catalyst specified. The product is [CH2:8]([O:15][C:16]1[CH:21]=[CH:20][N:19]([C:22]2[S:23][C:24]([C:28]([NH:7][CH2:6][C:2]3[O:1][CH:5]=[CH:4][N:3]=3)=[O:29])=[C:25]([CH3:27])[N:26]=2)[C:18](=[O:31])[CH:17]=1)[C:9]1[CH:14]=[CH:13][CH:12]=[CH:11][CH:10]=1. The yield is 0.620. (5) The reactants are [CH2:1]([O:8][C:9]1[CH:15]=[C:14]([Br:16])[CH:13]=[C:12]([N+:17]([O-:19])=[O:18])[C:10]=1[NH2:11])[C:2]1[CH:7]=[CH:6][CH:5]=[CH:4][CH:3]=1.CS(O)(=O)=O.[OH2:25].[OH-].[Na+]. The catalyst is C(OC(=O)C(C)C)(=O)C(C)C. The product is [CH2:1]([O:8][C:9]1[CH:15]=[C:14]([Br:16])[CH:13]=[C:12]([N+:17]([O-:19])=[O:18])[C:10]=1[NH:11][C:1](=[O:25])[CH:2]([CH3:7])[CH3:3])[C:2]1[CH:7]=[CH:6][CH:5]=[CH:4][CH:3]=1. The yield is 0.0700. (6) The reactants are [O:1]=[C:2]1[CH:7]2[CH2:8][CH:4]([CH2:5][CH:6]2[C:9]([OH:11])=O)[O:3]1.Cl.[CH2:13]([O:15][C:16]([C:18]1([NH2:23])[CH2:20][CH:19]1[CH:21]=[CH2:22])=[O:17])[CH3:14].CN(C(ON1N=NC2C=CC=NC1=2)=[N+](C)C)C.F[P-](F)(F)(F)(F)F.CCN(C(C)C)C(C)C. The catalyst is CN(C=O)C.C(Cl)Cl. The product is [CH2:13]([O:15][C:16]([C:18]1([NH:23][C:9]([CH:6]2[CH2:5][CH:4]3[CH2:8][CH:7]2[C:2](=[O:1])[O:3]3)=[O:11])[CH2:20][CH:19]1[CH:21]=[CH2:22])=[O:17])[CH3:14]. The yield is 0.990. (7) The reactants are Cl.Cl.[N:3]1([CH:19]2[CH2:24][CH2:23][NH:22][CH2:21][CH2:20]2)[CH2:8][CH2:7][CH:6]([N:9]2[C@H:13]3[CH2:14][CH2:15][CH2:16][CH2:17][C@@H:12]3[NH:11][C:10]2=[O:18])[CH2:5][CH2:4]1.C(N(CC)CC)C.Cl[C:33]([O:35][CH:36]([CH3:38])[CH3:37])=[O:34].[OH-].[Na+]. The catalyst is ClCCl. The product is [O:18]=[C:10]1[N:9]([CH:6]2[CH2:5][CH2:4][N:3]([CH:19]3[CH2:24][CH2:23][N:22]([C:33]([O:35][CH:36]([CH3:38])[CH3:37])=[O:34])[CH2:21][CH2:20]3)[CH2:8][CH2:7]2)[C@H:13]2[CH2:14][CH2:15][CH2:16][CH2:17][C@@H:12]2[NH:11]1. The yield is 0.800. (8) The reactants are [OH:1][CH2:2][CH2:3][N:4]([CH2:23][CH2:24][OH:25])[CH2:5][CH2:6][CH2:7][O:8][C:9]1[CH:14]=[CH:13][C:12]([C:15]([C:17]2[CH:22]=[CH:21][CH:20]=[CH:19][CH:18]=2)=[O:16])=[CH:11][CH:10]=1.[C:26]1([CH3:37])[CH:31]=[CH:30][C:29]([S:32]([O:35]C)(=[O:34])=[O:33])=[CH:28][CH:27]=1. The catalyst is CN(C=O)C. The product is [C:26]1([CH3:37])[CH:27]=[CH:28][C:29]([S:32]([O-:35])(=[O:33])=[O:34])=[CH:30][CH:31]=1.[C:15]([C:12]1[CH:13]=[CH:14][C:9]([O:8][CH2:7][CH2:6][CH2:5][N+:4]([CH2:23][CH2:24][OH:25])([CH2:3][CH2:2][OH:1])[CH3:26])=[CH:10][CH:11]=1)(=[O:16])[C:17]1[CH:22]=[CH:21][CH:20]=[CH:19][CH:18]=1. The yield is 0.620. (9) The reactants are [N+:1]([C:4]1[CH:13]=[CH:12][CH:11]=[C:10]2[C:5]=1[CH:6]=[CH:7][C:8](=[O:14])[NH:9]2)([O-])=O. The catalyst is CO.[OH-].[Pd+2].[OH-]. The product is [NH2:1][C:4]1[CH:13]=[CH:12][CH:11]=[C:10]2[C:5]=1[CH2:6][CH2:7][C:8](=[O:14])[NH:9]2. The yield is 0.530.